Dataset: Full USPTO retrosynthesis dataset with 1.9M reactions from patents (1976-2016). Task: Predict the reactants needed to synthesize the given product. (1) Given the product [ClH:34].[NH2:26][CH2:25][C:7]1[N:8]([CH2:20][C:21]([CH3:23])([CH3:22])[CH3:24])[C:9](=[O:19])[C:10]2[C:15]([C:6]=1[O:5][CH2:1][CH2:2][CH2:3][CH3:4])=[CH:14][C:13]([O:16][CH2:17][CH3:18])=[CH:12][CH:11]=2, predict the reactants needed to synthesize it. The reactants are: [CH2:1]([O:5][C:6]1[C:15]2[C:10](=[CH:11][CH:12]=[C:13]([O:16][CH2:17][CH3:18])[CH:14]=2)[C:9](=[O:19])[N:8]([CH2:20][C:21]([CH3:24])([CH3:23])[CH3:22])[C:7]=1[CH2:25][NH:26]C(=O)OC(C)(C)C)[CH2:2][CH2:3][CH3:4].[ClH:34]. (2) Given the product [CH3:8][N:6]1[CH:7]=[C:2]([C:36]2[CH:37]=[CH:38][C:33]([CH2:32][NH:31][C:29](=[O:30])[O:28][C:24]([CH3:25])([CH3:26])[CH3:27])=[CH:34][CH:35]=2)[C:3]2[O:12][C:11]([CH2:13][N:14]3[CH2:19][CH2:18][N:17]([S:20]([CH3:23])(=[O:22])=[O:21])[CH2:16][CH2:15]3)=[CH:10][C:4]=2[C:5]1=[O:9], predict the reactants needed to synthesize it. The reactants are: Br[C:2]1[C:3]2[O:12][C:11]([CH2:13][N:14]3[CH2:19][CH2:18][N:17]([S:20]([CH3:23])(=[O:22])=[O:21])[CH2:16][CH2:15]3)=[CH:10][C:4]=2[C:5](=[O:9])[N:6]([CH3:8])[CH:7]=1.[C:24]([O:28][C:29]([NH:31][CH2:32][C:33]1[CH:38]=[CH:37][C:36](B(O)O)=[CH:35][CH:34]=1)=[O:30])([CH3:27])([CH3:26])[CH3:25].C(=O)([O-])[O-].[K+].[K+].